From a dataset of Forward reaction prediction with 1.9M reactions from USPTO patents (1976-2016). Predict the product of the given reaction. (1) Given the reactants [O-]CC.[Na+].[S:5]1[CH:9]=[CH:8][CH:7]=[C:6]1[C:10]1[CH:14]=[N:13][NH:12][C:11]=1[NH2:15].CN1[CH:22]=[CH:21][C:20](=[O:23])N(C)C1=O.[Cl-].[NH4+], predict the reaction product. The product is: [S:5]1[CH:9]=[CH:8][CH:7]=[C:6]1[C:10]1[CH:14]=[N:13][N:12]2[CH:22]=[CH:21][C:20](=[O:23])[NH:15][C:11]=12. (2) Given the reactants [F:1][C:2]1[CH:3]=[CH:4][C:5]([OH:11])=[C:6]([C:8](=[O:10])[CH3:9])[CH:7]=1.[CH2:12]([O:14]C(=O)OCC)C.CC(C)([O-])C.[K+], predict the reaction product. The product is: [F:1][C:2]1[CH:7]=[C:6]2[C:5](=[CH:4][CH:3]=1)[O:11][C:12](=[O:14])[CH:9]=[C:8]2[OH:10]. (3) Given the reactants [CH3:1][C:2](=[O:7])[CH2:3][C:4](=[O:6])[CH3:5].[CH3:8][O:9][C:10]1[CH:17]=[CH:16][C:13]([CH:14]=O)=[CH:12][CH:11]=1.B([O:19][CH2:20][CH2:21][CH2:22]C)([O:19][CH2:20][CH2:21][CH2:22]C)[O:19][CH2:20][CH2:21][CH2:22]C.[CH2:34](N)[CH2:35][CH2:36][CH3:37].Cl.[C:40](OCC)(=O)C, predict the reaction product. The product is: [CH3:8][O:9][C:10]1[CH:17]=[CH:16][C:13]([CH:14]=[CH:1][C:2](=[O:7])[CH2:3][C:4](=[O:6])[CH:5]=[CH:37][C:36]2[CH:22]=[CH:21][C:20]([O:19][CH3:40])=[CH:34][CH:35]=2)=[CH:12][CH:11]=1. (4) Given the reactants C(OC(=O)[NH:7][CH2:8][C:9]1([CH3:39])[C:37](=[O:38])[C:13]2[C:14]([C:17](=[O:36])[NH:18][C:19]3[CH:24]=[CH:23][C:22]([N:25]4[CH2:30][CH2:29][N:28]([C:31](=[O:33])[CH3:32])[CH2:27][CH2:26]4)=[CH:21][C:20]=3[O:34][CH3:35])=[CH:15][O:16][C:12]=2[CH2:11][CH2:10]1)(C)(C)C.O, predict the reaction product. The product is: [C:31]([N:28]1[CH2:29][CH2:30][N:25]([C:22]2[CH:23]=[CH:24][C:19]([NH:18][C:17]([C:14]3[C:13]4[C:37](=[O:38])[C:9]([CH2:8][NH2:7])([CH3:39])[CH2:10][CH2:11][C:12]=4[O:16][CH:15]=3)=[O:36])=[C:20]([O:34][CH3:35])[CH:21]=2)[CH2:26][CH2:27]1)(=[O:33])[CH3:32]. (5) Given the reactants Br[CH2:2][C:3]([O:5][C:6]([CH3:9])([CH3:8])[CH3:7])=[O:4].CC([O-])(C)C.[Na+].[CH3:16][O:17][C:18]([C:20]1[S:32][C:23]2[C:24]3[CH:25]=[CH:26][C:27]([Cl:31])=[CH:28][C:29]=3[S:30][C:22]=2[C:21]=1[OH:33])=[O:19].O, predict the reaction product. The product is: [CH3:16][O:17][C:18]([C:20]1[S:32][C:23]2[C:24]3[CH:25]=[CH:26][C:27]([Cl:31])=[CH:28][C:29]=3[S:30][C:22]=2[C:21]=1[O:33][CH2:2][C:3]([O:5][C:6]([CH3:9])([CH3:8])[CH3:7])=[O:4])=[O:19].